Task: Predict the reaction yield, written as a fraction of the theoretical maximum amount of product (1.0 means a 100% yield; for example, 0.34 means a 34% yield).. Dataset: Reaction yield outcomes from USPTO patents with 853,638 reactions (1) The reactants are [CH:1]([O:4][C:5]1[CH:14]=[C:13]([C:15]([F:18])([F:17])[F:16])[C:12]2[C:7](=[CH:8][CH:9]=[C:10]3[NH:22][C@H:21]([CH:23]([CH3:25])[CH3:24])[CH2:20][O:19][C:11]3=2)[N:6]=1)([CH3:3])[CH3:2].[BH4-].[Na+].F[CH:29](F)[C:30](O)=O. No catalyst specified. The product is [CH2:29]([N:22]1[C:10]2[C:11](=[C:12]3[C:7](=[CH:8][CH:9]=2)[N:6]=[C:5]([O:4][CH:1]([CH3:3])[CH3:2])[CH:14]=[C:13]3[C:15]([F:18])([F:17])[F:16])[O:19][CH2:20][C@H:21]1[CH:23]([CH3:25])[CH3:24])[CH3:30]. The yield is 0.790. (2) The reactants are Br[CH2:2][C:3]1[C:4]([F:20])=[C:5]([O:10][C:11]2[CH:12]=[C:13]([CH:16]=[C:17]([Cl:19])[CH:18]=2)[C:14]#[N:15])[C:6]([Cl:9])=[CH:7][CH:8]=1.[CH3:21][NH2:22].C(OCC)(=O)C.C([O-])(O)=O.[Na+]. The catalyst is C(Cl)Cl.C1COCC1. The product is [Cl:19][C:17]1[CH:16]=[C:13]([CH:12]=[C:11]([O:10][C:5]2[C:6]([Cl:9])=[CH:7][CH:8]=[C:3]([CH2:2][NH:22][CH3:21])[C:4]=2[F:20])[CH:18]=1)[C:14]#[N:15]. The yield is 0.900. (3) The reactants are [C:1]([O:5][C:6]([N:8]1[CH2:13][CH2:12][CH:11]([NH:14][C:15]2[CH:20]=[CH:19][C:18]([Cl:21])=[CH:17][C:16]=2[CH:22]=[CH:23][C:24]([O:26][CH2:27][CH3:28])=[O:25])[CH2:10][CH2:9]1)=[O:7])([CH3:4])([CH3:3])[CH3:2]. The catalyst is CCOC(C)=O.O=[Pt]=O. The product is [C:1]([O:5][C:6]([N:8]1[CH2:13][CH2:12][CH:11]([NH:14][C:15]2[CH:20]=[CH:19][C:18]([Cl:21])=[CH:17][C:16]=2[CH2:22][CH2:23][C:24]([O:26][CH2:27][CH3:28])=[O:25])[CH2:10][CH2:9]1)=[O:7])([CH3:4])([CH3:3])[CH3:2]. The yield is 0.460. (4) The reactants are C([O:4][C@@H:5]1[CH2:10][CH2:9][N:8]([C:11]([O:13][C:14]([CH3:17])([CH3:16])[CH3:15])=[O:12])[C@@H:7]([C:18]2[CH:23]=[CH:22][C:21]([F:24])=[CH:20][CH:19]=2)[CH2:6]1)(=O)C.C(=O)([O-])[O-].[K+].[K+]. The catalyst is CO.O.C(OCC)(=O)C. The product is [F:24][C:21]1[CH:20]=[CH:19][C:18]([C@H:7]2[CH2:6][C@H:5]([OH:4])[CH2:10][CH2:9][N:8]2[C:11]([O:13][C:14]([CH3:17])([CH3:16])[CH3:15])=[O:12])=[CH:23][CH:22]=1. The yield is 0.990. (5) The reactants are [NH2:1][C:2]1[S:3][CH:4]=[C:5]([C:7]2[CH:12]=[CH:11][C:10]([OH:13])=[CH:9][CH:8]=2)[N:6]=1.C1(P([C:27]2[CH:32]=CC=CC=2)C2C=CC=CC=2)C=CC=CC=1.CCOC(/[N:38]=N/C(OCC)=O)=O.[CH2:45]1[CH2:49][O:48][CH2:47][CH2:46]1. No catalyst specified. The product is [O:48]1[CH2:49][CH2:45][N:38]([CH2:32][CH2:27][O:13][C:10]2[CH:9]=[CH:8][C:7]([C:5]3[N:6]=[C:2]([NH2:1])[S:3][CH:4]=3)=[CH:12][CH:11]=2)[CH2:46][CH2:47]1. The yield is 0.620. (6) The reactants are C(OC([C@@]1(N[C:13]([O:15][C:16]([CH3:19])([CH3:18])[CH3:17])=[O:14])C[C@H]1C1CC1)=O)C.CC[N:22]([CH2:25][CH3:26])[CH2:23]C.C1C=CC(P(N=[N+]=[N-])(C2C=CC=CC=2)=[O:34])=CC=1.[CH3:44][Si:45]([CH3:50])([CH3:49])[CH2:46][CH2:47][OH:48].[CH:51]1[CH:56]=CC=C[CH:52]=1. No catalyst specified. The product is [C:16]([O:15][C:13]([C@:25]1([NH:22][C:23]([O:48][CH2:47][CH2:46][Si:45]([CH3:50])([CH3:49])[CH3:44])=[O:34])[CH2:26][C@@H:52]1[CH2:51][CH3:56])=[O:14])([CH3:17])([CH3:18])[CH3:19]. The yield is 0.520. (7) The reactants are [CH:1]1([C:5]2[O:9][C:8]([NH:10][C:11]3[CH:16]=[CH:15][C:14]([C:17]4[CH:22]=[CH:21][C:20]([C:23]56[CH2:30][CH2:29][C:26]([CH2:31][C:32]([O:34]C)=[O:33])([CH2:27][CH2:28]5)[CH2:25][O:24]6)=[CH:19][CH:18]=4)=[CH:13][CH:12]=3)=[N:7][N:6]=2)[CH2:4][CH2:3][CH2:2]1.O.[OH-].[Li+].O1CCCC1.[NH4+].[OH-]. The catalyst is C(#N)C.O.O.C(O)C. The product is [CH:1]1([C:5]2[O:9][C:8]([NH:10][C:11]3[CH:12]=[CH:13][C:14]([C:17]4[CH:22]=[CH:21][C:20]([C:23]56[CH2:28][CH2:27][C:26]([CH2:31][C:32]([OH:34])=[O:33])([CH2:29][CH2:30]5)[CH2:25][O:24]6)=[CH:19][CH:18]=4)=[CH:15][CH:16]=3)=[N:7][N:6]=2)[CH2:2][CH2:3][CH2:4]1. The yield is 0.390. (8) The reactants are [C:1]([O:4][C:5]1[C:14]2[C:9](=[C:10]([CH2:19]O)[CH:11]=[C:12]([CH:15]([CH2:17][CH3:18])[CH3:16])[CH:13]=2)[N:8]=[C:7]([CH3:21])[C:6]=1[CH3:22])(=[O:3])[CH3:2].S(Cl)([Cl:25])=O. No catalyst specified. The product is [C:1]([O:4][C:5]1[C:14]2[C:9](=[C:10]([CH2:19][Cl:25])[CH:11]=[C:12]([CH:15]([CH2:17][CH3:18])[CH3:16])[CH:13]=2)[N:8]=[C:7]([CH3:21])[C:6]=1[CH3:22])(=[O:3])[CH3:2]. The yield is 0.235. (9) The reactants are [O:1]([C:9]([F:12])([F:11])[F:10])S(C(F)(F)F)(=O)=O.[F-].[Rb+].S(O[CH2:20][CH2:21][CH2:22][CH2:23][CH2:24][CH2:25][CH2:26][CH2:27][CH:28]=[CH2:29])(=O)(=O)C. The catalyst is CN(C)C(=O)C. The product is [F:10][C:9]([F:12])([F:11])[O:1][CH2:29][CH2:28][CH2:27][CH2:26][CH2:25][CH2:24][CH2:23][CH2:22][CH:21]=[CH2:20]. The yield is 0.910. (10) The catalyst is CN(C=O)C. The reactants are Br[CH2:2][C:3]1[N:13]([CH2:14][C:15]([CH3:18])([CH3:17])[CH3:16])[C:6]2[N:7]=[C:8]([C:11]#[N:12])[N:9]=[CH:10][C:5]=2[CH:4]=1.[O:19]1[C:23]2([CH2:28][CH2:27][S:26][CH2:25][CH2:24]2)[C:22](=[O:29])[NH:21][C:20]1=[O:30].C([O-])([O-])=O.[K+].[K+]. The product is [CH3:16][C:15]([CH3:18])([CH3:17])[CH2:14][N:13]1[C:6]2[N:7]=[C:8]([C:11]#[N:12])[N:9]=[CH:10][C:5]=2[CH:4]=[C:3]1[CH2:2][N:21]1[C:22](=[O:29])[C:23]2([CH2:28][CH2:27][S:26][CH2:25][CH2:24]2)[O:19][C:20]1=[O:30]. The yield is 0.320.